From a dataset of Forward reaction prediction with 1.9M reactions from USPTO patents (1976-2016). Predict the product of the given reaction. (1) The product is: [Cl:1][C:2]1[CH:7]=[CH:6][C:5]([NH:8][C:9]([CH:11]2[CH2:16][CH2:15][CH:14]([O:17][C:18]3[CH:23]=[CH:22][CH:21]=[CH:20][CH:19]=3)[CH2:13][CH2:12]2)=[O:10])=[CH:4][CH:3]=1. Given the reactants [Cl:1][C:2]1[CH:7]=[CH:6][C:5]([NH:8][C:9]([CH:11]2[CH2:16][CH2:15][CH:14]([OH:17])[CH2:13][CH2:12]2)=[O:10])=[CH:4][CH:3]=1.[CH:18]1[CH:23]=[CH:22][C:21](P([C:18]2[CH:23]=[CH:22][CH:21]=[CH:20][CH:19]=2)[C:18]2[CH:23]=[CH:22][CH:21]=[CH:20][CH:19]=2)=[CH:20][CH:19]=1.C1(O)C=CC=CC=1.CCOC(/N=N/C(OCC)=O)=O, predict the reaction product. (2) Given the reactants [F:1][C:2]1[CH:7]=[C:6]([F:8])[CH:5]=[CH:4][C:3]=1[C:9]1[N:10]([S:18]([C:21]2[CH:26]=[CH:25][CH:24]=[C:23]([F:27])[CH:22]=2)(=[O:20])=[O:19])[CH:11]=[C:12]2[C:16](=O)[CH2:15][CH2:14][C:13]=12.[CH3:28][NH2:29].O1CCCC1.[BH4-].[Na+], predict the reaction product. The product is: [F:1][C:2]1[CH:7]=[C:6]([F:8])[CH:5]=[CH:4][C:3]=1[C:9]1[N:10]([S:18]([C:21]2[CH:26]=[CH:25][CH:24]=[C:23]([F:27])[CH:22]=2)(=[O:20])=[O:19])[CH:11]=[C:12]2[CH:16]([NH:29][CH3:28])[CH2:15][CH2:14][C:13]=12. (3) The product is: [CH3:19][O:20][C:21]([C@@H:22]1[C@@H:24]([CH3:26])[O:25][C:7]([C:8]2[CH:13]=[CH:12][CH:11]=[CH:10][CH:9]=2)=[N:23]1)=[O:27]. Given the reactants C(=O)([O-])O.[Na+].Cl.[C:7](=N)(OCC)[C:8]1[CH:13]=[CH:12][CH:11]=[CH:10][CH:9]=1.Cl.[CH3:19][O:20][C:21](=[O:27])[C@H:22]([C@@H:24]([CH3:26])[OH:25])[NH2:23], predict the reaction product. (4) Given the reactants C(OC([NH:8][C@@H:9]1[C:23](=[O:24])[N:22]2[CH2:25][C@H:26]([O:28][C:29]3[C:30]4[CH:43]=[CH:42][S:41][C:31]=4[N:32]=[C:33]([C:35]4[CH:40]=[CH:39][CH:38]=[CH:37][N:36]=4)[N:34]=3)[CH2:27][C@H:21]2[C:20](=[O:44])[NH:19][C@:18]2([C:46]([O:48][CH3:49])=[O:47])[CH2:45][C@H:17]2[CH:16]=[CH:15][CH2:14][CH2:13][CH2:12][CH2:11][CH2:10]1)=O)(C)(C)C.FC(F)(F)C(O)=O, predict the reaction product. The product is: [NH2:8][C@@H:9]1[C:23](=[O:24])[N:22]2[CH2:25][C@H:26]([O:28][C:29]3[C:30]4[CH:43]=[CH:42][S:41][C:31]=4[N:32]=[C:33]([C:35]4[CH:40]=[CH:39][CH:38]=[CH:37][N:36]=4)[N:34]=3)[CH2:27][C@H:21]2[C:20](=[O:44])[NH:19][C@:18]2([C:46]([O:48][CH3:49])=[O:47])[CH2:45][C@H:17]2[CH:16]=[CH:15][CH2:14][CH2:13][CH2:12][CH2:11][CH2:10]1.